From a dataset of Full USPTO retrosynthesis dataset with 1.9M reactions from patents (1976-2016). Predict the reactants needed to synthesize the given product. (1) Given the product [Br:1][C:2]1[CH:11]=[C:10]2[C:5]([CH:6]=[CH:7][C:8]([OH:12])=[CH:9]2)=[CH:4][C:3]=1[F:13], predict the reactants needed to synthesize it. The reactants are: [Br:1][C:2]1[CH:11]=[C:10]2[C:5]([CH2:6][CH2:7][C:8](=[O:12])[CH2:9]2)=[CH:4][C:3]=1[F:13].C1C(=O)N(Br)C(=O)C1.[Si](OS(C(F)(F)F)(=O)=O)(C)(C)C. (2) The reactants are: O[CH2:2][C:3]1[CH:12]=[N:11][C:10]2[N:9]3[CH2:13][CH2:14][CH2:15][CH2:16][C@H:8]3[C:7](=[O:17])[NH:6][C:5]=2[CH:4]=1.[I-].C(C[P+](C)(C)C)#N.C(N(C(C)C)C(C)C)C.[N:35]1([C:41]2[CH:48]=[CH:47][C:44]([C:45]#[N:46])=[CH:43][N:42]=2)[CH2:40][CH2:39][NH:38][CH2:37][CH2:36]1. Given the product [O:17]=[C:7]1[NH:6][C:5]2[CH:4]=[C:3]([CH2:2][N:38]3[CH2:39][CH2:40][N:35]([C:41]4[CH:48]=[CH:47][C:44]([C:45]#[N:46])=[CH:43][N:42]=4)[CH2:36][CH2:37]3)[CH:12]=[N:11][C:10]=2[N:9]2[CH2:13][CH2:14][CH2:15][CH2:16][C@@H:8]12, predict the reactants needed to synthesize it.